Task: Regression. Given two drug SMILES strings and cell line genomic features, predict the synergy score measuring deviation from expected non-interaction effect.. Dataset: NCI-60 drug combinations with 297,098 pairs across 59 cell lines (1) Drug 1: COC1=CC(=CC(=C1O)OC)C2C3C(COC3=O)C(C4=CC5=C(C=C24)OCO5)OC6C(C(C7C(O6)COC(O7)C8=CC=CS8)O)O. Drug 2: CC1=C2C(C(=O)C3(C(CC4C(C3C(C(C2(C)C)(CC1OC(=O)C(C(C5=CC=CC=C5)NC(=O)C6=CC=CC=C6)O)O)OC(=O)C7=CC=CC=C7)(CO4)OC(=O)C)O)C)OC(=O)C. Cell line: IGROV1. Synergy scores: CSS=42.8, Synergy_ZIP=-15.6, Synergy_Bliss=-4.50, Synergy_Loewe=0.0775, Synergy_HSA=2.19. (2) Drug 1: C#CCC(CC1=CN=C2C(=N1)C(=NC(=N2)N)N)C3=CC=C(C=C3)C(=O)NC(CCC(=O)O)C(=O)O. Synergy scores: CSS=32.6, Synergy_ZIP=-5.51, Synergy_Bliss=-5.27, Synergy_Loewe=-3.04, Synergy_HSA=-2.84. Drug 2: CC1C(C(CC(O1)OC2CC(CC3=C2C(=C4C(=C3O)C(=O)C5=C(C4=O)C(=CC=C5)OC)O)(C(=O)CO)O)N)O.Cl. Cell line: SK-OV-3. (3) Drug 1: CC1=CC2C(CCC3(C2CCC3(C(=O)C)OC(=O)C)C)C4(C1=CC(=O)CC4)C. Drug 2: CC1C(C(CC(O1)OC2CC(CC3=C2C(=C4C(=C3O)C(=O)C5=CC=CC=C5C4=O)O)(C(=O)C)O)N)O. Cell line: HS 578T. Synergy scores: CSS=52.4, Synergy_ZIP=5.00, Synergy_Bliss=4.48, Synergy_Loewe=5.80, Synergy_HSA=6.62. (4) Drug 1: CCC1=CC2CC(C3=C(CN(C2)C1)C4=CC=CC=C4N3)(C5=C(C=C6C(=C5)C78CCN9C7C(C=CC9)(C(C(C8N6C)(C(=O)OC)O)OC(=O)C)CC)OC)C(=O)OC.C(C(C(=O)O)O)(C(=O)O)O. Drug 2: CN(C)C1=NC(=NC(=N1)N(C)C)N(C)C. Cell line: ACHN. Synergy scores: CSS=12.1, Synergy_ZIP=3.59, Synergy_Bliss=5.05, Synergy_Loewe=-30.7, Synergy_HSA=1.69. (5) Drug 1: CS(=O)(=O)OCCCCOS(=O)(=O)C. Drug 2: N.N.Cl[Pt+2]Cl. Cell line: SK-MEL-28. Synergy scores: CSS=24.4, Synergy_ZIP=8.08, Synergy_Bliss=4.51, Synergy_Loewe=-23.5, Synergy_HSA=1.34.